This data is from Forward reaction prediction with 1.9M reactions from USPTO patents (1976-2016). The task is: Predict the product of the given reaction. (1) Given the reactants I[C:2]1[CH:11]=[CH:10][CH:9]=[C:8]2[C:3]=1[CH2:4][CH2:5][N:6]1[C:16](=[O:17])[CH2:15][NH:14][C:13](=[O:18])[CH:12]=[C:7]12.[NH:19]1[CH:23]=[CH:22][N:21]=[N:20]1.CN(C)[C@@H]1CCCC[C@H]1N.C(=O)([O-])[O-].[Cs+].[Cs+], predict the reaction product. The product is: [N:19]1[N:20]([C:2]2[CH:11]=[CH:10][CH:9]=[C:8]3[C:3]=2[CH2:4][CH2:5][N:6]2[C:16](=[O:17])[CH2:15][NH:14][C:13](=[O:18])[CH:12]=[C:7]23)[N:21]=[CH:22][CH:23]=1. (2) Given the reactants [C:1]([CH:3]([CH2:8][CH:9]([CH3:11])[CH3:10])[CH2:4][C:5]([OH:7])=[O:6])#[N:2].S(Cl)(Cl)=O.[CH3:16]O, predict the reaction product. The product is: [C:1]([CH:3]([CH2:8][CH:9]([CH3:11])[CH3:10])[CH2:4][C:5]([O:7][CH3:16])=[O:6])#[N:2]. (3) The product is: [CH2:1]([O:3][C:4]([C:6]1[O:7][C:8]2[CH:15]=[CH:14][C:13]([C:16]([CH2:33][CH3:34])([C:19]3[CH:24]=[CH:25][C:26]([OH:27])=[C:21]([CH3:28])[CH:20]=3)[CH2:17][CH3:18])=[CH:12][C:9]=2[C:10]=1[CH3:11])=[O:5])[CH3:2]. Given the reactants [CH2:1]([O:3][C:4]([C:6]1[O:7][C:8]2[CH:15]=[CH:14][C:13]([C:16]([CH2:19][CH3:20])=[CH:17][CH3:18])=[CH:12][C:9]=2[C:10]=1[CH3:11])=[O:5])[CH3:2].[C:21]1([CH3:28])[C:26]([OH:27])=[CH:25][CH:24]=CC=1.B(F)(F)F.[CH3:33][CH2:34]OCC, predict the reaction product. (4) Given the reactants [CH3:1][C:2]1[CH:6]=[C:5]([CH3:7])[NH:4][C:3]=1/[CH:8]=[C:9]1\[C:10](=[O:25])[N:11]([C:18](N2C=CN=C2)=[O:19])[C:12]2[C:17]\1=[CH:16][CH:15]=[CH:14][CH:13]=2.[CH3:26][O:27][CH2:28][CH2:29][OH:30], predict the reaction product. The product is: [CH3:26][O:27][CH2:28][CH2:29][O:30][C:18]([N:11]1[C:12]2[C:17](=[CH:16][CH:15]=[CH:14][CH:13]=2)/[C:9](=[CH:8]/[C:3]2[NH:4][C:5]([CH3:7])=[CH:6][C:2]=2[CH3:1])/[C:10]1=[O:25])=[O:19].